This data is from Full USPTO retrosynthesis dataset with 1.9M reactions from patents (1976-2016). The task is: Predict the reactants needed to synthesize the given product. (1) Given the product [Br:21][C:20]([Br:24])=[CH:35][C:34]1[CH:37]=[CH:38][CH:39]=[CH:40][C:33]=1[OH:32], predict the reactants needed to synthesize it. The reactants are: C1(P(C2C=CC=CC=2)C2C=CC=CC=2)C=CC=CC=1.[C:20]([Br:24])(Br)(Br)[Br:21].C(N(CC)CC)C.[OH:32][C:33]1[CH:40]=[CH:39][CH:38]=[CH:37][C:34]=1[CH:35]=O. (2) Given the product [S:3]1[CH:4]=[CH:5][N:6]=[C:2]1[C:15]1[CH:32]=[CH:31][C:18]2[CH2:19][CH2:20][N:21]([C:24]([O:26][C:27]([CH3:28])([CH3:29])[CH3:30])=[O:25])[CH2:22][CH2:23][C:17]=2[CH:16]=1, predict the reactants needed to synthesize it. The reactants are: Br[C:2]1[S:3][CH:4]=[CH:5][N:6]=1.CC1(C)C(C)(C)OB([C:15]2[CH:32]=[CH:31][C:18]3[CH2:19][CH2:20][N:21]([C:24]([O:26][C:27]([CH3:30])([CH3:29])[CH3:28])=[O:25])[CH2:22][CH2:23][C:17]=3[CH:16]=2)O1.C([O-])([O-])=O.[Na+].[Na+].COCCOC.